From a dataset of Reaction yield outcomes from USPTO patents with 853,638 reactions. Predict the reaction yield, written as a fraction of the theoretical maximum amount of product (1.0 means a 100% yield; for example, 0.34 means a 34% yield). (1) The reactants are ClC1C(Cl)=CC=CC=1N1CCCN([CH2:16][CH2:17][CH2:18][CH2:19][O:20][C:21]2[CH:30]=[C:29]3[C:24]([CH:25]=[CH:26][C:27](=[O:31])[NH:28]3)=[CH:23][CH:22]=2)CC1.[Na+].[I-].Cl.[CH3:35][O:36][C:37]1[CH:42]=[CH:41][CH:40]=[CH:39][C:38]=1[N:43]1[CH2:48][CH2:47][NH:46][CH2:45][CH2:44]1.[C:49]([O-])([O-])=O.[K+].[K+]. The catalyst is CC#N. The product is [CH3:35][O:36][C:37]1[CH:42]=[CH:41][CH:40]=[CH:39][C:38]=1[N:43]1[CH2:48][CH2:47][N:46]([CH2:49][CH2:16][CH2:17][CH2:18][CH2:19][O:20][C:21]2[CH:30]=[C:29]3[C:24]([CH2:25][CH2:26][C:27](=[O:31])[NH:28]3)=[CH:23][CH:22]=2)[CH2:45][CH2:44]1. The yield is 0.810. (2) The reactants are [N:1]1([C:7]([O:9][C:10]([CH3:13])([CH3:12])[CH3:11])=[O:8])[CH2:6][CH2:5][NH:4][CH2:3][CH2:2]1.[CH:14](N(C(C)C)CC)([CH3:16])[CH3:15].C(Br)C#C. The catalyst is C(Cl)(Cl)Cl. The product is [CH2:16]([N:4]1[CH2:5][CH2:6][N:1]([C:7]([O:9][C:10]([CH3:13])([CH3:12])[CH3:11])=[O:8])[CH2:2][CH2:3]1)[C:14]#[CH:15]. The yield is 0.680. (3) The reactants are [F:1][C:2]([F:7])([F:6])[C:3]([OH:5])=[O:4].FC(F)(F)C(O)=O.[Cl:15][C:16]1[CH:17]=[N:18][C:19]2[NH:20][C:21]3[CH:22]=[CH:23][CH:24]=[C:25]([CH:38]=3)[CH2:26][CH2:27][C:28]3[CH:36]=[C:32]([NH:33][C:34]=1[N:35]=2)[CH:31]=[C:30]([NH2:37])[CH:29]=3.[N:39]([CH:42]1[CH2:46][CH2:45][CH2:44][CH2:43]1)=[C:40]=[O:41]. No catalyst specified. The product is [F:1][C:2]([F:7])([F:6])[C:3]([OH:5])=[O:4].[Cl:15][C:16]1[CH:17]=[N:18][C:19]2[NH:20][C:21]3[CH:22]=[CH:23][CH:24]=[C:25]([CH:38]=3)[CH2:26][CH2:27][C:28]3[CH:36]=[C:32]([NH:33][C:34]=1[N:35]=2)[CH:31]=[C:30]([NH:37][C:40]([NH:39][CH:42]1[CH2:46][CH2:45][CH2:44][CH2:43]1)=[O:41])[CH:29]=3. The yield is 0.390. (4) The reactants are [F:1][C:2]1[CH:7]=[CH:6][CH:5]=[CH:4][C:3]=1[NH:8][C:9]1[O:13][C:12]([C:14]([NH:16][C:17]2[CH:18]=[N:19][C:20]([N:23]3[CH2:28][CH2:27][NH:26][CH2:25][CH2:24]3)=[CH:21][CH:22]=2)=[O:15])=[N:11][N:10]=1.[CH:29]1([CH2:32]Br)[CH2:31][CH2:30]1.C(N(CC)CC)C. The catalyst is CC(N(C)C)=O. The product is [CH:29]1([CH2:32][N:26]2[CH2:27][CH2:28][N:23]([C:20]3[N:19]=[CH:18][C:17]([NH:16][C:14]([C:12]4[O:13][C:9]([NH:8][C:3]5[CH:4]=[CH:5][CH:6]=[CH:7][C:2]=5[F:1])=[N:10][N:11]=4)=[O:15])=[CH:22][CH:21]=3)[CH2:24][CH2:25]2)[CH2:31][CH2:30]1. The yield is 0.910. (5) The yield is 0.260. No catalyst specified. The product is [O:1]1[CH2:6][CH2:5][CH:4]([NH:7][C:8]2[C:13]3[C:14]([C:17]4[CH:22]=[C:21]([CH:20]=[CH:19][N:18]=4)[C:23]#[N:34])=[N:15][NH:16][C:12]=3[CH:11]=[CH:10][N:9]=2)[CH2:3][CH2:2]1. The reactants are [O:1]1[CH2:6][CH2:5][CH:4]([NH:7][C:8]2[C:13]3[C:14]([C:17]4[CH:22]=[C:21]([C:23](F)(F)F)[CH:20]=[CH:19][N:18]=4)=[N:15][NH:16][C:12]=3[CH:11]=[CH:10][N:9]=2)[CH2:3][CH2:2]1.COC1C=CC(C[N:34]2C3C=CN=C(NC4CCOCC4)C=3C([Sn](C)(C)C)=N2)=CC=1.BrC1C=C(C=CN=1)C#N. (6) The reactants are [NH2:1][C:2]1[CH:3]=[C:4]([CH:8]=[CH:9][C:10]=1[NH2:11])[C:5]([OH:7])=[O:6].[N:12]([CH3:15])=[C:13]=[S:14].O1CCC[CH2:17]1. No catalyst specified. The product is [NH2:11][C:10]1[CH:9]=[CH:8][C:4]([C:5]([O:7][CH3:17])=[O:6])=[CH:3][C:2]=1[NH:1][C:13]([NH:12][CH3:15])=[S:14]. The yield is 0.560. (7) The product is [F:1][C:2]1[CH:7]=[CH:6][CH:5]=[CH:4][C:3]=1[C@@H:8]([N:20]1[CH2:25][CH2:24][CH2:23][CH2:22][CH2:21]1)[C:9]([OH:11])=[O:10]. The reactants are [F:1][C:2]1[CH:7]=[CH:6][CH:5]=[CH:4][C:3]=1[C@@H:8]([N:20]1[CH2:25][CH2:24][CH2:23][CH2:22][CH2:21]1)[C:9]([O:11][C@H](C1C=CC=CC=1)C)=[O:10]. The yield is 0.980. The catalyst is C(O)C.[OH-].[OH-].[Pd+2].